This data is from Forward reaction prediction with 1.9M reactions from USPTO patents (1976-2016). The task is: Predict the product of the given reaction. (1) Given the reactants [Br:1][C:2]1[CH:7]=[C:6]([NH:8][C:9]([NH:11]C(=O)C2C=CC=CC=2)=[S:10])[CH:5]=[C:4]([Br:20])[N:3]=1.[OH-].[Na+].CCOC(C)=O.CCCCCC, predict the reaction product. The product is: [Br:1][C:2]1[CH:7]=[C:6]([NH:8][C:9]([NH2:11])=[S:10])[CH:5]=[C:4]([Br:20])[N:3]=1. (2) Given the reactants [CH3:1][C:2]1[CH:7]=[CH:6][C:5]([S:8][CH2:9][C:10]([CH3:19])([C:15]([F:18])([F:17])[F:16])[C:11]([F:14])([F:13])[F:12])=[CH:4][CH:3]=1.[OH:20]O.O, predict the reaction product. The product is: [CH3:1][C:2]1[CH:7]=[CH:6][C:5]([S:8]([CH2:9][C:10]([CH3:19])([C:15]([F:18])([F:16])[F:17])[C:11]([F:12])([F:13])[F:14])=[O:20])=[CH:4][CH:3]=1.